From a dataset of Full USPTO retrosynthesis dataset with 1.9M reactions from patents (1976-2016). Predict the reactants needed to synthesize the given product. (1) Given the product [CH:24]1([N:30]2[C:6]3=[N:7][C:2]([NH:33][C:34]4[CH:39]=[CH:38][CH:37]=[CH:36][CH:35]=4)=[N:3][CH:4]=[C:5]3[CH2:9][N:10]([C:11]3[CH:16]=[CH:15][C:14]([O:17][CH3:18])=[CH:13][CH:12]=3)[C:31]2=[O:32])[CH2:29][CH2:28][CH2:27][CH2:26][CH2:25]1, predict the reactants needed to synthesize it. The reactants are: Cl[C:2]1[N:7]=[C:6](Cl)[C:5]([CH2:9][NH:10][C:11]2[CH:16]=[CH:15][C:14]([O:17][CH3:18])=[CH:13][CH:12]=2)=[CH:4][N:3]=1.C([Li])CCC.[CH:24]1([N:30]=[C:31]=[O:32])[CH2:29][CH2:28][CH2:27][CH2:26][CH2:25]1.[NH2:33][C:34]1[CH:39]=[CH:38][CH:37]=[CH:36][CH:35]=1. (2) The reactants are: [OH-].[Na+].[C:3]([C:7]1[CH:8]=[C:9]([OH:14])[C:10](=[CH:12][CH:13]=1)[OH:11])([CH3:6])([CH3:5])[CH3:4].[CH2:15](I)I. Given the product [C:3]([C:7]1[CH:13]=[CH:12][C:10]2[O:11][CH2:15][O:14][C:9]=2[CH:8]=1)([CH3:6])([CH3:4])[CH3:5], predict the reactants needed to synthesize it. (3) The reactants are: [N+:1]([C:4]1[CH:9]=[CH:8][CH:7]=[CH:6][C:5]=1[NH:10][C:11]1[CH:16]=[CH:15][C:14]([CH3:17])=[CH:13][CH:12]=1)([O-])=O. Given the product [C:14]1([CH3:17])[CH:13]=[CH:12][C:11]([NH:10][C:5]2[C:4]([NH2:1])=[CH:9][CH:8]=[CH:7][CH:6]=2)=[CH:16][CH:15]=1, predict the reactants needed to synthesize it. (4) Given the product [CH3:6][C:7]([CH3:10])([O-:9])[CH3:8].[K+:11].[CH3:12][N:13]([CH3:19])[CH2:14][CH2:15][N:16]([CH3:18])[CH3:17], predict the reactants needed to synthesize it. The reactants are: C([Li])CCC.[CH3:6][C:7]([CH3:10])([O-:9])[CH3:8].[K+:11].[CH3:12][N:13]([CH3:19])[CH2:14][CH2:15][N:16]([CH3:18])[CH3:17]. (5) The reactants are: [N+:1]([O-:4])([O-:3])=[O:2].[Ca+2:5].[N+:6]([O-:9])([O-:8])=[O:7].[P:10]([O-:14])([O-:13])([OH:12])=[O:11].[NH4+:15].[NH4+].N. Given the product [N+:1]([O-:4])([O-:3])=[O:2].[Ca+2:5].[N+:6]([O-:9])([O-:8])=[O:7].[P:10]([O-:14])([O-:13])([OH:12])=[O:11].[NH4+:15].[NH4+:1].[P:10]([O-:14])([O-:13])([O-:12])=[O:11].[Ca+2:5].[P:10]([O-:14])([O-:13])([O-:12])=[O:11].[Ca+2:5].[Ca+2:5], predict the reactants needed to synthesize it. (6) Given the product [CH:1]1([O:4][C:5]2[CH:10]=[CH:9][C:8]([C:11]#[CH:12])=[CH:7][CH:6]=2)[CH2:3][CH2:2]1, predict the reactants needed to synthesize it. The reactants are: [CH:1]1([O:4][C:5]2[CH:10]=[CH:9][C:8]([C:11]#[C:12][Si](C)(C)C)=[CH:7][CH:6]=2)[CH2:3][CH2:2]1.[OH-].[Na+].Cl. (7) The reactants are: [O:1]=[S:2]1(=[O:40])[CH2:7][CH:6]=[C:5]([C:8]2[CH:13]=[CH:12][C:11]([C:14]3[C:18]4[CH:19]=[C:20]([O:23][CH2:24][C:25]5[CH:30]=[CH:29][C:28]([C@@H:31]([C:36]#[C:37][CH3:38])[CH2:32][C:33]([O-:35])=[O:34])=[CH:27][CH:26]=5)[CH:21]=[CH:22][C:17]=4[S:16][CH:15]=3)=[C:10]([CH3:39])[CH:9]=2)[CH2:4][CH2:3]1.[Li+].[OH-].Cl. Given the product [O:40]=[S:2]1(=[O:1])[CH2:3][CH:4]=[C:5]([C:8]2[CH:13]=[CH:12][C:11]([C:14]3[C:18]4[CH:19]=[C:20]([O:23][CH2:24][C:25]5[CH:26]=[CH:27][C:28]([C@@H:31]([C:36]#[C:37][CH3:38])[CH2:32][C:33]([OH:35])=[O:34])=[CH:29][CH:30]=5)[CH:21]=[CH:22][C:17]=4[S:16][CH:15]=3)=[C:10]([CH3:39])[CH:9]=2)[CH2:6][CH2:7]1, predict the reactants needed to synthesize it. (8) Given the product [CH:12]([N:8]1[C:7](=[O:15])[C:6]2([CH3:20])[CH2:16][O:17][CH2:18][CH2:19][N:5]2[C:4]2[N:3]=[C:2]([C:29]3[CH:28]=[CH:27][C:26]([NH:25][C:23]([NH:22][CH3:21])=[O:24])=[CH:31][CH:30]=3)[N:11]=[CH:10][C:9]1=2)([CH3:14])[CH3:13], predict the reactants needed to synthesize it. The reactants are: Cl[C:2]1[N:11]=[CH:10][C:9]2[N:8]([CH:12]([CH3:14])[CH3:13])[C:7](=[O:15])[C:6]3([CH3:20])[CH2:16][O:17][CH2:18][CH2:19][N:5]3[C:4]=2[N:3]=1.[CH3:21][NH:22][C:23]([NH:25][C:26]1[CH:31]=[CH:30][C:29](B2OC(C)(C)C(C)(C)O2)=[CH:28][CH:27]=1)=[O:24].C(=O)(O)[O-].[Na+].